From a dataset of Peptide-MHC class II binding affinity with 134,281 pairs from IEDB. Regression. Given a peptide amino acid sequence and an MHC pseudo amino acid sequence, predict their binding affinity value. This is MHC class II binding data. The peptide sequence is EKKYFAATQFEPAAA. The MHC is HLA-DPA10103-DPB10601 with pseudo-sequence HLA-DPA10103-DPB10601. The binding affinity (normalized) is 0.729.